Dataset: NCI-60 drug combinations with 297,098 pairs across 59 cell lines. Task: Regression. Given two drug SMILES strings and cell line genomic features, predict the synergy score measuring deviation from expected non-interaction effect. (1) Drug 1: COC1=CC(=CC(=C1O)OC)C2C3C(COC3=O)C(C4=CC5=C(C=C24)OCO5)OC6C(C(C7C(O6)COC(O7)C8=CC=CS8)O)O. Drug 2: C1=CN(C(=O)N=C1N)C2C(C(C(O2)CO)O)O.Cl. Cell line: SF-539. Synergy scores: CSS=67.3, Synergy_ZIP=-3.64, Synergy_Bliss=1.12, Synergy_Loewe=-0.753, Synergy_HSA=4.99. (2) Drug 1: CC12CCC3C(C1CCC2=O)CC(=C)C4=CC(=O)C=CC34C. Drug 2: CNC(=O)C1=NC=CC(=C1)OC2=CC=C(C=C2)NC(=O)NC3=CC(=C(C=C3)Cl)C(F)(F)F. Cell line: ACHN. Synergy scores: CSS=60.0, Synergy_ZIP=1.73, Synergy_Bliss=0.361, Synergy_Loewe=-5.30, Synergy_HSA=1.13.